Dataset: Forward reaction prediction with 1.9M reactions from USPTO patents (1976-2016). Task: Predict the product of the given reaction. Given the reactants [CH2:1]([N:3]1[CH:11]=[C:10]2[C:5]([CH:6]=[C:7]([C:24]([O:26][CH2:27][CH3:28])=[O:25])[CH:8]=[C:9]2[O:12][C:13]2[CH:18]=[N:17][C:16]([NH:19][S:20]([CH3:23])(=[O:22])=[O:21])=[CH:15][N:14]=2)=[N:4]1)[CH3:2].[H-].[Na+].[CH3:31]I, predict the reaction product. The product is: [CH2:1]([N:3]1[CH:11]=[C:10]2[C:5]([CH:6]=[C:7]([C:24]([O:26][CH2:27][CH3:28])=[O:25])[CH:8]=[C:9]2[O:12][C:13]2[CH:18]=[N:17][C:16]([N:19]([CH3:31])[S:20]([CH3:23])(=[O:22])=[O:21])=[CH:15][N:14]=2)=[N:4]1)[CH3:2].